From a dataset of Forward reaction prediction with 1.9M reactions from USPTO patents (1976-2016). Predict the product of the given reaction. (1) The product is: [CH3:13][O:12][C:11]1[CH:10]=[C:9]2[C:4]([C:5]([NH:23][C:24]3[CH:25]=[C:26]4[C:30](=[CH:31][CH:32]=3)[N:29]([C:33]([O:35][C:36]([CH3:39])([CH3:38])[CH3:37])=[O:34])[N:28]=[CH:27]4)=[N:6][C:7]([C:14]3[CH:19]=[CH:18][CH:17]=[C:16]([N+:20]([O-:22])=[O:21])[CH:15]=3)=[N:8]2)=[CH:3][C:2]=1[O:1][CH2:41][CH2:42][CH2:43][N:44]1[CH2:49][CH2:48][O:47][CH2:46][CH2:45]1. Given the reactants [OH:1][C:2]1[CH:3]=[C:4]2[C:9](=[CH:10][C:11]=1[O:12][CH3:13])[N:8]=[C:7]([C:14]1[CH:19]=[CH:18][CH:17]=[C:16]([N+:20]([O-:22])=[O:21])[CH:15]=1)[N:6]=[C:5]2[NH:23][C:24]1[CH:25]=[C:26]2[C:30](=[CH:31][CH:32]=1)[N:29]([C:33]([O:35][C:36]([CH3:39])([CH3:38])[CH3:37])=[O:34])[N:28]=[CH:27]2.Cl[CH2:41][CH2:42][CH2:43][N:44]1[CH2:49][CH2:48][O:47][CH2:46][CH2:45]1.C([O-])([O-])=O.[K+].[K+], predict the reaction product. (2) Given the reactants [C:1]([C:5]1[CH:10]=[CH:9][C:8]([CH:11]=[C:12]([CH3:16])[C:13]([OH:15])=[O:14])=[CH:7][CH:6]=1)([CH3:4])([CH3:3])[CH3:2], predict the reaction product. The product is: [C:1]([C:5]1[CH:10]=[CH:9][C:8]([CH2:11][CH:12]([CH3:16])[C:13]([OH:15])=[O:14])=[CH:7][CH:6]=1)([CH3:4])([CH3:2])[CH3:3]. (3) Given the reactants [Br:1][C:2]1[CH:3]=[C:4]([CH:8]=[C:9]([F:11])[CH:10]=1)[C:5]([OH:7])=O.[CH3:12][N:13]([CH3:22])[CH2:14][CH2:15][N:16]1[CH2:21][CH2:20][NH:19][CH2:18][CH2:17]1.CN(C(ON1N=NC2C=CC=CC1=2)=[N+](C)C)C.[B-](F)(F)(F)F, predict the reaction product. The product is: [Br:1][C:2]1[CH:3]=[C:4]([CH:8]=[C:9]([F:11])[CH:10]=1)[C:5]([N:19]1[CH2:20][CH2:21][N:16]([CH2:15][CH2:14][N:13]([CH3:22])[CH3:12])[CH2:17][CH2:18]1)=[O:7]. (4) Given the reactants [Cl:1][C:2]1[CH:3]=[C:4]([CH:8]=[C:9]([Cl:11])[CH:10]=1)[C:5]([OH:7])=[O:6].[N+:12]([O-])([OH:14])=[O:13], predict the reaction product. The product is: [N+:12]([C:3]1[C:2]([Cl:1])=[CH:10][C:9]([Cl:11])=[CH:8][C:4]=1[C:5]([OH:7])=[O:6])([O-:14])=[O:13]. (5) Given the reactants C(N(CC)[C:4]([C:6]1[CH:14]=[C:13]2[C:9]([C:10]([CH2:15][C@H:16]([NH:18][CH2:19][C@@H:20]([C:22]3[CH:27]=[CH:26][CH:25]=[C:24]([Cl:28])[CH:23]=3)[OH:21])[CH3:17])=[CH:11][NH:12]2)=[CH:8][CH:7]=1)=[O:5])C.Cl.[O:32]1CCOCC1, predict the reaction product. The product is: [Cl:28][C:24]1[CH:23]=[C:22]([C@@H:20]([OH:21])[CH2:19][NH:18][C@H:16]([CH3:17])[CH2:15][C:10]2[C:9]3[C:13](=[CH:14][C:6]([C:4]([OH:5])=[O:32])=[CH:7][CH:8]=3)[NH:12][CH:11]=2)[CH:27]=[CH:26][CH:25]=1. (6) Given the reactants C([O:3][C:4](=[O:28])[CH:5]([C:12]1[N:13]([C:21]2[CH:26]=[CH:25][C:24]([Cl:27])=[CH:23][CH:22]=2)[N:14]=[C:15]2[C:20]=1[CH:19]=[CH:18][CH:17]=[CH:16]2)[CH:6]1[CH2:11][CH2:10][CH2:9][CH2:8][CH2:7]1)C.[OH-].[Na+], predict the reaction product. The product is: [Cl:27][C:24]1[CH:25]=[CH:26][C:21]([N:13]2[C:12]([CH:5]([CH:6]3[CH2:11][CH2:10][CH2:9][CH2:8][CH2:7]3)[C:4]([OH:28])=[O:3])=[C:20]3[C:15]([CH:16]=[CH:17][CH:18]=[CH:19]3)=[N:14]2)=[CH:22][CH:23]=1. (7) Given the reactants Cl[C:2]1[N:10]=[C:9]([C:11]([F:14])([F:13])[F:12])[N:8]=[C:7]2[C:3]=1[N:4]=[C:5]([C:17](=[O:19])[CH3:18])[N:6]2[CH2:15][CH3:16].C(N(CC)CC)C, predict the reaction product. The product is: [CH2:15]([N:6]1[C:5]([CH:17]([OH:19])[CH3:18])=[N:4][C:3]2[C:7]1=[N:8][C:9]([C:11]([F:12])([F:14])[F:13])=[N:10][CH:2]=2)[CH3:16].